This data is from Peptide-MHC class II binding affinity with 134,281 pairs from IEDB. The task is: Regression. Given a peptide amino acid sequence and an MHC pseudo amino acid sequence, predict their binding affinity value. This is MHC class II binding data. (1) The peptide sequence is IGDCAHKDLMSMSDG. The MHC is DRB1_0101 with pseudo-sequence DRB1_0101. The binding affinity (normalized) is 0. (2) The peptide sequence is IVPPADKYRTFVATF. The MHC is HLA-DPA10103-DPB10401 with pseudo-sequence HLA-DPA10103-DPB10401. The binding affinity (normalized) is 0.0808. (3) The peptide sequence is YLGLLSQRTRDIYIS. The MHC is DRB1_0802 with pseudo-sequence DRB1_0802. The binding affinity (normalized) is 0.0135. (4) The peptide sequence is KKKKLALYLLLALSLAS. The MHC is DRB3_0101 with pseudo-sequence DRB3_0101. The binding affinity (normalized) is 0. (5) The peptide sequence is MSMSMILVGVIMMFL. The MHC is H-2-IAd with pseudo-sequence H-2-IAd. The binding affinity (normalized) is 0.221. (6) The peptide sequence is KFAEGRRGAAEVLVVK. The MHC is HLA-DQA10601-DQB10402 with pseudo-sequence HLA-DQA10601-DQB10402. The binding affinity (normalized) is 0.227. (7) The peptide sequence is KGSNDHYLALLVKYA. The MHC is DRB1_0101 with pseudo-sequence DRB1_0101. The binding affinity (normalized) is 0.595. (8) The peptide sequence is ARGWAAHRARANESA. The MHC is DRB1_0404 with pseudo-sequence DRB1_0404. The binding affinity (normalized) is 0.574. (9) The peptide sequence is LSKDGCTSAKGPDYK. The MHC is DRB3_0101 with pseudo-sequence DRB3_0101. The binding affinity (normalized) is 0. (10) The peptide sequence is PEQIQLLKKAFDAFD. The MHC is HLA-DPA10201-DPB10501 with pseudo-sequence HLA-DPA10201-DPB10501. The binding affinity (normalized) is 0.599.